This data is from Full USPTO retrosynthesis dataset with 1.9M reactions from patents (1976-2016). The task is: Predict the reactants needed to synthesize the given product. (1) Given the product [O:1]1[C:5]2[CH:6]=[CH:7][C:8]([CH2:10][CH2:11][N:12]([CH3:27])[CH2:13][CH2:14][N:15]([C:17]3[S:21][N:20]=[C:19]([N:22]4[CH:26]=[CH:25][N:24]=[CH:23]4)[N:18]=3)[CH3:16])=[CH:9][C:4]=2[O:3][CH2:2]1, predict the reactants needed to synthesize it. The reactants are: [O:1]1[C:5]2[CH:6]=[CH:7][C:8]([CH2:10][CH2:11][NH:12][CH2:13][CH2:14][N:15]([C:17]3[S:21][N:20]=[C:19]([N:22]4[CH:26]=[CH:25][N:24]=[CH:23]4)[N:18]=3)[CH3:16])=[CH:9][C:4]=2[O:3][CH2:2]1.[C:27](O)(=O)C.C(O[BH-](OC(=O)C)OC(=O)C)(=O)C.[Na+]. (2) The reactants are: C[O:2][C:3](=O)[C@@H:4]([NH:20][C:21]([O:23][C:24]([CH3:27])([CH3:26])[CH3:25])=[O:22])[CH2:5][C:6]1[CH:11]=[CH:10][C:9]([O:12][C:13]2[CH:18]=[CH:17][C:16]([Cl:19])=[CH:15][CH:14]=2)=[CH:8][CH:7]=1.[H-].C([Al+]CC(C)C)C(C)C.CC(O)=O. Given the product [C:24]([O:23][C:21](=[O:22])[NH:20][C@H:4]([CH:3]=[O:2])[CH2:5][C:6]1[CH:11]=[CH:10][C:9]([O:12][C:13]2[CH:14]=[CH:15][C:16]([Cl:19])=[CH:17][CH:18]=2)=[CH:8][CH:7]=1)([CH3:25])([CH3:27])[CH3:26], predict the reactants needed to synthesize it. (3) Given the product [CH2:30]([O:29][C:21]1[CH:20]=[C:19]([CH:24]=[C:23]([O:25][CH2:26][CH3:27])[C:22]=1[F:28])[CH2:18][N:15]1[CH2:14][CH2:13][CH:12]([NH:11][C:9]2[O:10][C:6]3[CH:5]=[CH:4][C:3]([CH2:2][NH:1][C:33](=[O:35])[CH3:34])=[CH:32][C:7]=3[N:8]=2)[CH2:17][CH2:16]1)[CH3:31], predict the reactants needed to synthesize it. The reactants are: [NH2:1][CH2:2][C:3]1[CH:4]=[CH:5][C:6]2[O:10][C:9]([NH:11][CH:12]3[CH2:17][CH2:16][N:15]([CH2:18][C:19]4[CH:24]=[C:23]([O:25][CH2:26][CH3:27])[C:22]([F:28])=[C:21]([O:29][CH2:30][CH3:31])[CH:20]=4)[CH2:14][CH2:13]3)=[N:8][C:7]=2[CH:32]=1.[C:33](O)(=[O:35])[CH3:34].Cl.CN(C)CCCN=C=NCC.